This data is from Catalyst prediction with 721,799 reactions and 888 catalyst types from USPTO. The task is: Predict which catalyst facilitates the given reaction. (1) Reactant: [CH2:1]([C:8]1[C:13](=[O:14])[CH:12]=[C:11]([CH3:15])[NH:10][C:9]=1[CH3:16])[CH2:2][CH2:3][CH2:4][CH2:5][CH2:6][CH3:7].[I:17]I.S([O-])([O-])(=O)=S.[Na+].[Na+]. Product: [CH2:1]([C:8]1[C:13](=[O:14])[C:12]([I:17])=[C:11]([CH3:15])[NH:10][C:9]=1[CH3:16])[CH2:2][CH2:3][CH2:4][CH2:5][CH2:6][CH3:7]. The catalyst class is: 10. (2) Reactant: [Cl:1][C:2]1[CH:7]=[C:6]2[NH:8][C:9](=[O:31])[C:10]3([CH:15]([C:16]4[CH:21]=[CH:20][CH:19]=[C:18]([Cl:22])[CH:17]=4)[CH2:14][C:13](=[O:23])[N:12]([CH2:24][C:25](F)=[O:26])[CH:11]3[C:28]([CH3:30])=[CH2:29])[C:5]2=[CH:4][CH:3]=1.[NH2:32][CH2:33][CH2:34][OH:35].CN1CCOCC1. Product: [Cl:1][C:2]1[CH:7]=[C:6]2[NH:8][C:9](=[O:31])[C:10]3([CH:15]([C:16]4[CH:21]=[CH:20][CH:19]=[C:18]([Cl:22])[CH:17]=4)[CH2:14][C:13](=[O:23])[N:12]([CH2:24][C:25]([NH:32][CH2:33][CH2:34][OH:35])=[O:26])[CH:11]3[C:28]([CH3:30])=[CH2:29])[C:5]2=[CH:4][CH:3]=1. The catalyst class is: 367. (3) Reactant: [Si]([O:8][CH2:9][CH2:10][N:11]([CH3:49])[CH:12]1[CH2:17][CH2:16][N:15]([C:18]2[CH:23]=[CH:22][C:21]([NH:24][C:25]3[N:26]=[CH:27][C:28]4[C:33]([CH3:35])([CH3:34])[CH2:32][N:31]([S:36]([C:39]5[CH:40]=[CH:41][CH:42]=[C:43]6[C:48]=5[N:47]=[CH:46][CH:45]=[CH:44]6)(=[O:38])=[O:37])[C:29]=4[N:30]=3)=[CH:20][CH:19]=2)[CH2:14][CH2:13]1)(C(C)(C)C)(C)C.[F-].C([N+](CCCC)(CCCC)CCCC)CCC. Product: [CH3:34][C:33]1([CH3:35])[C:28]2[CH:27]=[N:26][C:25]([NH:24][C:21]3[CH:22]=[CH:23][C:18]([N:15]4[CH2:16][CH2:17][CH:12]([N:11]([CH3:49])[CH2:10][CH2:9][OH:8])[CH2:13][CH2:14]4)=[CH:19][CH:20]=3)=[N:30][C:29]=2[N:31]([S:36]([C:39]2[CH:40]=[CH:41][CH:42]=[C:43]3[C:48]=2[N:47]=[CH:46][CH:45]=[CH:44]3)(=[O:37])=[O:38])[CH2:32]1. The catalyst class is: 1. (4) Product: [CH3:11][C:12]1[C:16]([S:17]([O-:19])=[O:18])=[C:15]([CH3:21])[O:14][N:13]=1.[Na+:5]. The catalyst class is: 6. Reactant: S([O-])([O-])=O.[Na+:5].[Na+].CC(C)=O.[CH3:11][C:12]1[C:16]([S:17](Cl)(=[O:19])=[O:18])=[C:15]([CH3:21])[O:14][N:13]=1.C(=O)([O-])[O-].[Na+].[Na+].